From a dataset of Full USPTO retrosynthesis dataset with 1.9M reactions from patents (1976-2016). Predict the reactants needed to synthesize the given product. (1) Given the product [C:1]12([NH:11][CH2:12][C:13]3[CH:18]=[CH:17][CH:16]=[CH:15][CH:14]=3)[CH2:8][CH:7]3[CH2:6][CH:5]([CH2:4][CH:3]([CH2:9]3)[CH2:2]1)[CH2:10]2, predict the reactants needed to synthesize it. The reactants are: [C:1]12([NH2:11])[CH2:10][CH:5]3[CH2:6][CH:7]([CH2:9][CH:3]([CH2:4]3)[CH2:2]1)[CH2:8]2.[CH:12](=O)[C:13]1[CH:18]=[CH:17][CH:16]=[CH:15][CH:14]=1. (2) Given the product [O:66]=[S:62]1(=[O:65])[CH2:63][CH2:64][N:59]([CH2:58][CH2:57][NH:56][C@:40]23[CH2:52][CH2:51][C@@H:50]([C:53]([CH3:55])=[CH2:54])[C@@H:41]2[C@@H:42]2[C@@:37]([CH3:67])([CH2:38][CH2:39]3)[C@@:36]3([CH3:68])[C@@H:45]([C@:46]4([CH3:49])[C@@H:33]([CH2:34][CH2:35]3)[C:32]([CH3:69])([CH3:70])[C:31]([CH2:4][CH2:3][CH2:2][C:1]([O:6][CH3:7])=[O:5])=[CH:48][CH2:47]4)[CH2:44][CH2:43]2)[CH2:60][CH2:61]1, predict the reactants needed to synthesize it. The reactants are: [C:1]([O:6][CH3:7])(=[O:5])[CH2:2][CH:3]=[CH2:4].B1C2CCCC1CCC2.[O-]P([O-])([O-])=O.[K+].[K+].[K+].FC(F)(F)S(O[C:31]1[C:32]([CH3:70])([CH3:69])[C@H:33]2[C@:46]([CH3:49])([CH2:47][CH:48]=1)[C@@H:45]1[C@:36]([CH3:68])([C@@:37]3([CH3:67])[C@H:42]([CH2:43][CH2:44]1)[C@H:41]1[C@H:50]([C:53]([CH3:55])=[CH2:54])[CH2:51][CH2:52][C@:40]1([NH:56][CH2:57][CH2:58][N:59]1[CH2:64][CH2:63][S:62](=[O:66])(=[O:65])[CH2:61][CH2:60]1)[CH2:39][CH2:38]3)[CH2:35][CH2:34]2)(=O)=O.C(Cl)Cl.